This data is from Full USPTO retrosynthesis dataset with 1.9M reactions from patents (1976-2016). The task is: Predict the reactants needed to synthesize the given product. (1) Given the product [C:17]1([C:16]2[C:10]3[N:9]=[CH:8][N:7]([C:1]4[CH:6]=[CH:5][CH:4]=[CH:3][C:2]=4[CH3:24])[C:12](=[O:13])[C:11]=3[S:14][CH:15]=2)[CH:18]=[CH:19][CH:20]=[CH:21][CH:22]=1, predict the reactants needed to synthesize it. The reactants are: [C:1]1([N:7]2[C:12](=[O:13])[C:11]3[S:14][CH:15]=[C:16]([C:17]4[CH:22]=[CH:21][CH:20]=[CH:19][CH:18]=4)[C:10]=3[N:9]=[CH:8]2)[CH:6]=[CH:5][CH:4]=[CH:3][CH:2]=1.N[C:24]1C(C2C=CC=CC=2)=CSC=1C(OC)=O.C(OCC)(OCC)OCC.NC1C(C)=CC=CC=1. (2) Given the product [Br:21][CH2:8][C:7]1[C:2]([Cl:1])=[C:3]([O:12][CH3:13])[CH:4]=[C:5]([O:10][CH3:11])[C:6]=1[F:9], predict the reactants needed to synthesize it. The reactants are: [Cl:1][C:2]1[C:7]([CH3:8])=[C:6]([F:9])[C:5]([O:10][CH3:11])=[CH:4][C:3]=1[O:12][CH3:13].C1C(=O)N([Br:21])C(=O)C1.CC(N=NC(C#N)(C)C)(C#N)C. (3) Given the product [CH:1]1[CH:6]=[N:5][CH:4]=[C:3]([CH2:7][C:8]([P:10]([O-:12])([OH:13])=[O:11])([P:14]([OH:17])([OH:16])=[O:15])[OH:9])[CH:2]=1.[CH:1]1[CH:6]=[N:5][CH:4]=[C:3]([CH2:7][C:8]([P:10]([O-:12])([OH:13])=[O:11])([P:14]([OH:17])([OH:16])=[O:15])[OH:9])[CH:2]=1.[OH2:24].[OH2:32].[OH2:9].[OH2:9].[OH2:9].[Na+:28].[Na+:28], predict the reactants needed to synthesize it. The reactants are: [CH:1]1[CH:6]=[N:5][CH:4]=[C:3]([CH2:7][C:8]([P:14]([OH:17])([OH:16])=[O:15])([P:10]([OH:13])([OH:12])=[O:11])[OH:9])[CH:2]=1.C(O)(=[O:24])CCCCC.CC[Na:28].C([OH:32])(C)C. (4) Given the product [C:31]([C:28]1[C:27]2[NH:26][C:25]3[C:20](=[CH:21][CH:22]=[C:23]([C:33]([N:54]4[CH2:55][CH2:56][N:51]([CH3:50])[CH2:52][CH2:53]4)=[O:34])[CH:24]=3)[C:19]=2[C:18]([N:14]2[CH2:15][CH2:16][CH2:17][C@@H:12]([NH:11][C:9](=[O:10])[O:8][CH2:1][C:2]3[CH:7]=[CH:6][CH:5]=[CH:4][CH:3]=3)[CH2:13]2)=[CH:30][CH:29]=1)#[N:32], predict the reactants needed to synthesize it. The reactants are: [CH2:1]([O:8][C:9]([NH:11][C@@H:12]1[CH2:17][CH2:16][CH2:15][N:14]([C:18]2[CH:30]=[CH:29][C:28]([C:31]#[N:32])=[C:27]3[C:19]=2[C:20]2[CH:21]=[CH:22][C:23]([C:33](O)=[O:34])=[CH:24][C:25]=2[NH:26]3)[CH2:13]1)=[O:10])[C:2]1[CH:7]=[CH:6][CH:5]=[CH:4][CH:3]=1.C(Cl)CCl.C1C=CC2N(O)N=NC=2C=1.[CH3:50][N:51]1[CH2:56][CH2:55][NH:54][CH2:53][CH2:52]1.